This data is from Forward reaction prediction with 1.9M reactions from USPTO patents (1976-2016). The task is: Predict the product of the given reaction. Given the reactants CO.[CH3:3][C:4]1[C:9]([CH:10]=O)=[CH:8][N:7]=[C:6]([NH:12][CH2:13][CH2:14][CH2:15][CH:16]2[CH2:21][CH2:20][N:19]([CH3:22])[CH2:18][CH2:17]2)[N:5]=1.[F:23][C:24]1[C:25]([CH3:32])=[C:26]([NH2:31])[C:27]([NH2:30])=[CH:28][CH:29]=1, predict the reaction product. The product is: [F:23][C:24]1[CH:29]=[CH:28][C:27]2[NH:30][C:10]([C:9]3[C:4]([CH3:3])=[N:5][C:6]([NH:12][CH2:13][CH2:14][CH2:15][CH:16]4[CH2:21][CH2:20][N:19]([CH3:22])[CH2:18][CH2:17]4)=[N:7][CH:8]=3)=[N:31][C:26]=2[C:25]=1[CH3:32].